Dataset: Forward reaction prediction with 1.9M reactions from USPTO patents (1976-2016). Task: Predict the product of the given reaction. (1) Given the reactants [C:1]1([S:7]([CH2:10][C:11]2[C:16]([C:17]([OH:19])=[O:18])=[C:15]([NH:20]CCNC(OC(C)(C)C)=O)[C:14]([C:31]3[CH:35]=[CH:34][O:33][CH:32]=3)=[CH:13][CH:12]=2)(=[O:9])=[O:8])[CH:6]=[CH:5][CH:4]=[CH:3][CH:2]=1.NC1C(C2C=COC=2)=CC=C(CS(C2C=CC=CC=2)(=O)=O)C=1C(OC)=O, predict the reaction product. The product is: [NH2:20][C:15]1[C:14]([C:31]2[CH:35]=[CH:34][O:33][CH:32]=2)=[CH:13][CH:12]=[C:11]([CH2:10][S:7]([C:1]2[CH:2]=[CH:3][CH:4]=[CH:5][CH:6]=2)(=[O:9])=[O:8])[C:16]=1[C:17]([OH:19])=[O:18]. (2) Given the reactants [OH-].[Na+].[Cl:3][C:4]1[CH:22]=[CH:21][C:20]([N+:23]([O-:25])=[O:24])=[CH:19][C:5]=1[C:6]([NH:8][C:9]1[CH:10]=[C:11]([CH:16]=[CH:17][CH:18]=1)[C:12]([O:14]C)=[O:13])=[O:7], predict the reaction product. The product is: [Cl:3][C:4]1[CH:22]=[CH:21][C:20]([N+:23]([O-:25])=[O:24])=[CH:19][C:5]=1[C:6]([NH:8][C:9]1[CH:10]=[C:11]([CH:16]=[CH:17][CH:18]=1)[C:12]([OH:14])=[O:13])=[O:7]. (3) Given the reactants [F:1][C:2]1[CH:7]=[CH:6][C:5](B2OC(C)(C)C(C)(C)O2)=[CH:4][C:3]=1[C:17]1[C:18]([C:23]#[N:24])=[CH:19][CH:20]=[CH:21][CH:22]=1.Cl[C:26]1[CH:31]=[N:30][NH:29][C:28](=[O:32])[CH:27]=1, predict the reaction product. The product is: [F:1][C:2]1[CH:7]=[CH:6][C:5]([C:26]2[CH:31]=[N:30][NH:29][C:28](=[O:32])[CH:27]=2)=[CH:4][C:3]=1[C:17]1[C:18]([C:23]#[N:24])=[CH:19][CH:20]=[CH:21][CH:22]=1. (4) The product is: [C:16]([O:20][C:21]([NH:22][CH2:23][CH2:24][CH2:25][CH2:26][N:27]([CH2:1][C:3]1[C:8]([C:9]([O:12][C:13](=[O:15])[CH3:14])([CH3:11])[CH3:10])=[CH:7][CH:6]=[CH:5][N:4]=1)[CH2:28][C:29]1[C:34]([CH3:35])=[CH:33][C:32]([CH3:36])=[CH:31][N:30]=1)=[O:37])([CH3:17])([CH3:19])[CH3:18]. Given the reactants [CH:1]([C:3]1[C:8]([C:9]([O:12][C:13](=[O:15])[CH3:14])([CH3:11])[CH3:10])=[CH:7][CH:6]=[CH:5][N:4]=1)=O.[C:16]([O:20][C:21](=[O:37])[NH:22][CH2:23][CH2:24][CH2:25][CH2:26][NH:27][CH2:28][C:29]1[C:34]([CH3:35])=[CH:33][C:32]([CH3:36])=[CH:31][N:30]=1)([CH3:19])([CH3:18])[CH3:17].[BH-](OC(C)=O)(OC(C)=O)OC(C)=O.[Na+], predict the reaction product. (5) Given the reactants [Br:1][C:2]1[O:6][C:5]([C:7]([OH:9])=O)=[CH:4][CH:3]=1.[NH2:10][CH:11]1[CH:18]2[CH2:19][C:14]3([C:21]([NH2:23])=[O:22])[CH2:15][CH:16]([CH2:20][CH:12]1[CH2:13]3)[CH2:17]2.CN(C(ON1N=NC2C=CC=CC1=2)=[N+](C)C)C.[B-](F)(F)(F)F.CCN(C(C)C)C(C)C, predict the reaction product. The product is: [Br:1][C:2]1[O:6][C:5]([C:7]([NH:10][CH:11]2[CH:12]3[CH2:20][CH:16]4[CH2:15][C:14]([C:21](=[O:22])[NH2:23])([CH2:19][CH:18]2[CH2:17]4)[CH2:13]3)=[O:9])=[CH:4][CH:3]=1. (6) Given the reactants [F:1][C:2]1[CH:7]=[CH:6][C:5]([C:8]2[C:9]3[N:10]([N:15]=[C:16]([NH2:18])[N:17]=3)[CH:11]=[C:12]([CH3:14])[CH:13]=2)=[C:4]([O:19][CH3:20])[CH:3]=1.Br[C:22]1[CH:27]=[CH:26][C:25]([N:28]2[CH:32]=[C:31]([CH3:33])[N:30]=[CH:29]2)=[C:24]([O:34][CH3:35])[CH:23]=1.C(Cl)Cl, predict the reaction product. The product is: [F:1][C:2]1[CH:7]=[CH:6][C:5]([C:8]2[C:9]3[N:10]([N:15]=[C:16]([NH:18][C:22]4[CH:27]=[CH:26][C:25]([N:28]5[CH:32]=[C:31]([CH3:33])[N:30]=[CH:29]5)=[C:24]([O:34][CH3:35])[CH:23]=4)[N:17]=3)[CH:11]=[C:12]([CH3:14])[CH:13]=2)=[C:4]([O:19][CH3:20])[CH:3]=1. (7) Given the reactants [CH:1]1[C:14]2[C:5](=[CH:6][C:7]3[C:12]([C:13]=2[CH2:15][O:16][C:17](=[O:25])[NH:18][CH2:19][CH2:20][O:21][CH2:22][CH2:23][OH:24])=[CH:11][CH:10]=[CH:9][CH:8]=3)[CH:4]=[CH:3][CH:2]=1.[H-].[Na+].C1COCC1.[Cl:33][CH2:34][CH2:35][CH2:36][CH2:37]I, predict the reaction product. The product is: [CH:11]1[C:12]2[C:7](=[CH:6][C:5]3[C:14]([C:13]=2[CH2:15][O:16][C:17](=[O:25])[NH:18][CH2:19][CH2:20][O:21][CH2:22][CH2:23][O:24][CH2:37][CH2:36][CH2:35][CH2:34][Cl:33])=[CH:1][CH:2]=[CH:3][CH:4]=3)[CH:8]=[CH:9][CH:10]=1.